This data is from Forward reaction prediction with 1.9M reactions from USPTO patents (1976-2016). The task is: Predict the product of the given reaction. (1) Given the reactants C(OC([N:12]([CH2:45][C:46](=[O:51])[C:47]([CH3:50])([CH3:49])[CH3:48])[C:13]1[CH:18]=[CH:17][CH:16]=[CH:15][C:14]=1[N:19]([CH:39]1[CH2:44][CH2:43][CH2:42][CH2:41][CH2:40]1)[CH2:20][C@@H:21]([NH:32][C:33](=[O:38])[C:34]([F:37])([F:36])[F:35])[C:22](OCC1C=CC=CC=1)=[O:23])=O)(=O)C1C=CC=CC=1.C1(N(C2C=CC=CC=2NCC(=O)C(C)(C)C)C[C@@H](NC(=O)C(F)(F)F)C(O)=O)CCCCC1, predict the reaction product. The product is: [CH:39]1([N:19]2[CH2:20][C@@H:21]([NH:32][C:33](=[O:38])[C:34]([F:35])([F:36])[F:37])[C:22](=[O:23])[N:12]([CH2:45][C:46](=[O:51])[C:47]([CH3:50])([CH3:48])[CH3:49])[C:13]3[CH:18]=[CH:17][CH:16]=[CH:15][C:14]2=3)[CH2:40][CH2:41][CH2:42][CH2:43][CH2:44]1. (2) Given the reactants [CH2:1]([O:4][C@H:5]1[CH2:30][CH2:29][C@@:28]2([CH3:31])[CH:7]([CH2:8][CH2:9][C@@H:10]3[C@@H:27]2[CH2:26][CH2:25][C@@:24]2([CH3:32])[C@H:11]3[CH2:12][CH2:13][C@@H:14]2[C@H:15]([CH3:23])[CH2:16][CH2:17][CH2:18][CH:19]([CH3:22])[CH2:20]O)[CH2:6]1)[C:2]#[CH:3].[C:33]([O:36][C@H:37]1[C@@H:42]([O:43][C:44](=[O:46])[CH3:45])[C@H:41]([O:47][C:48](=[O:50])[CH3:49])[C@@H:40]([CH2:51][O:52][C:53](=[O:55])[CH3:54])[O:39][C@@H:38]1[O:56][C@H:57]1[C@H:62]([O:63][C:64](=[O:66])[CH3:65])[C@@H:61]([CH2:67][O:68][C:69](=[O:71])[CH3:70])[O:60][C@H:59]([O:72][C@H:73]2[C@@H:85]([O:86][C:87](=[O:89])[CH3:88])[C@H:84]([O:90][C:91](=[O:93])[CH3:92])[C@@H:83]([CH2:94][O:95][C:96](=[O:98])[CH3:97])[O:82][C@@H:74]2[O:75][CH2:76][CH2:77][CH2:78][N:79]=[N+:80]=[N-:81])[C@H:58]1[O:99][C:100](=[O:102])[CH3:101])(=[O:35])[CH3:34].O=C1O[C@H]([C@H](CO)O)C([O-])=C1O.[Na+].[N-]=[N+]=[N-], predict the reaction product. The product is: [C:33]([O:36][C@H:37]1[C@@H:42]([O:43][C:44](=[O:46])[CH3:45])[C@H:41]([O:47][C:48](=[O:50])[CH3:49])[C@@H:40]([CH2:51][O:52][C:53](=[O:55])[CH3:54])[O:39][C@@H:38]1[O:56][C@H:57]1[C@H:62]([O:63][C:64](=[O:66])[CH3:65])[C@@H:61]([CH2:67][O:68][C:69](=[O:71])[CH3:70])[O:60][C@H:59]([O:72][C@H:73]2[C@@H:85]([O:86][C:87](=[O:89])[CH3:88])[C@H:84]([O:90][C:91](=[O:93])[CH3:92])[C@@H:83]([CH2:94][O:95][C:96](=[O:98])[CH3:97])[O:82][C@@H:74]2[O:75][CH2:76][CH2:77][CH2:78][N:79]2[CH:3]=[C:2]([CH2:1][O:4][C@H:5]3[CH2:30][CH2:29][C@@:28]4([CH3:31])[CH:7]([CH2:8][CH2:9][C@@H:10]5[C@@H:27]4[CH2:26][CH2:25][C@@:24]4([CH3:32])[C@H:11]5[CH2:12][CH2:13][C@@H:14]4[C@H:15]([CH3:23])[CH2:16][CH2:17][CH2:18][CH:19]([CH3:20])[CH3:22])[CH2:6]3)[N:81]=[N:80]2)[C@H:58]1[O:99][C:100](=[O:102])[CH3:101])(=[O:35])[CH3:34]. (3) Given the reactants Br[C:2]1[CH:3]=[C:4]2[C:9](=[CH:10][CH:11]=1)[CH:8]=[C:7]([S:12]([CH2:15][CH2:16][C:17]([O:19][C:20]([CH3:23])([CH3:22])[CH3:21])=[O:18])(=[O:14])=[O:13])[CH:6]=[CH:5]2.[CH2:24]([Sn](CCCC)(CCCC)C=C)[CH2:25]CC.[Cl-].[Li+], predict the reaction product. The product is: [CH:24]([C:2]1[CH:3]=[C:4]2[C:9](=[CH:10][CH:11]=1)[CH:8]=[C:7]([S:12]([CH2:15][CH2:16][C:17]([O:19][C:20]([CH3:23])([CH3:22])[CH3:21])=[O:18])(=[O:14])=[O:13])[CH:6]=[CH:5]2)=[CH2:25]. (4) The product is: [C:1]([O:5][C:6]([N:8]1[CH2:16][C:15]2[C:14]([N:21]([CH3:22])[CH3:19])=[N:13][C:12]([Cl:18])=[N:11][C:10]=2[CH2:9]1)=[O:7])([CH3:4])([CH3:3])[CH3:2]. Given the reactants [C:1]([O:5][C:6]([N:8]1[CH2:16][C:15]2[C:14](Cl)=[N:13][C:12]([Cl:18])=[N:11][C:10]=2[CH2:9]1)=[O:7])([CH3:4])([CH3:3])[CH3:2].[CH2:19]([N:21](CC)[CH2:22]C)C.CNC, predict the reaction product. (5) Given the reactants Cl.Cl.[NH2:3][CH2:4][CH2:5][N:6]1[C:14]2[C:13]([NH:15][C:16]3[CH:21]=[CH:20][C:19]([O:22][C:23]4[CH:28]=[CH:27][CH:26]=[C:25]([O:29][CH2:30][CH:31]5[CH2:33][CH2:32]5)[CH:24]=4)=[C:18]([CH3:34])[CH:17]=3)=[N:12][CH:11]=[N:10][C:9]=2[CH:8]=[CH:7]1.[CH3:35][S:36]([CH2:39][C:40](O)=[O:41])(=[O:38])=[O:37].ON1C2C=CC=CC=2N=N1.Cl.C(N=C=NCCCN(C)C)C, predict the reaction product. The product is: [CH:31]1([CH2:30][O:29][C:25]2[CH:24]=[C:23]([CH:28]=[CH:27][CH:26]=2)[O:22][C:19]2[CH:20]=[CH:21][C:16]([NH:15][C:13]3[C:14]4[N:6]([CH2:5][CH2:4][NH:3][C:40](=[O:41])[CH2:39][S:36]([CH3:35])(=[O:38])=[O:37])[CH:7]=[CH:8][C:9]=4[N:10]=[CH:11][N:12]=3)=[CH:17][C:18]=2[CH3:34])[CH2:33][CH2:32]1. (6) The product is: [Cl:16][C:17]1[CH:22]=[CH:21][CH:20]=[CH:19][C:18]=1[C:2]1[C:3]([C:9]2[CH:14]=[CH:13][C:12]([Cl:15])=[CH:11][CH:10]=2)=[CH:4][C:5]([F:8])=[N:6][CH:7]=1. Given the reactants Cl[C:2]1[C:3]([C:9]2[CH:14]=[CH:13][C:12]([Cl:15])=[CH:11][CH:10]=2)=[CH:4][C:5]([F:8])=[N:6][CH:7]=1.[Cl:16][C:17]1[CH:22]=[CH:21][CH:20]=[CH:19][C:18]=1B(O)O.[O-]P([O-])([O-])=O.[K+].[K+].[K+].COC1C=CC=C(OC)C=1C1C=CC=CC=1P(C1CCCCC1)C1CCCCC1, predict the reaction product. (7) Given the reactants [Cl:1][C:2]1[CH:3]=[C:4]2[C:8](=[CH:9][CH:10]=1)[C:7](=O)[CH:6]([O:12][CH3:13])[CH2:5]2.[C:14]([S@:18]([NH2:20])=[O:19])([CH3:17])([CH3:16])[CH3:15], predict the reaction product. The product is: [Cl:1][C:2]1[CH:3]=[C:4]2[C:8](=[CH:9][CH:10]=1)/[C:7](=[N:20]\[S@@:18]([C:14]([CH3:17])([CH3:16])[CH3:15])=[O:19])/[C@@H:6]([O:12][CH3:13])[CH2:5]2. (8) Given the reactants [Cl-].[Al+3].[Cl-].[Cl-].[Br:5][C:6]1[CH:10]=[C:9]([CH3:11])[S:8][C:7]=1[CH3:12].Cl[C:14](=[O:20])[C:15]([O:17][CH2:18][CH3:19])=[O:16].O, predict the reaction product. The product is: [Br:5][C:6]1[C:10]([C:14](=[O:20])[C:15]([O:17][CH2:18][CH3:19])=[O:16])=[C:9]([CH3:11])[S:8][C:7]=1[CH3:12]. (9) Given the reactants [Cl:1][C:2]([F:26])([F:25])[C:3]([F:24])([F:23])[C:4]([NH:6][C:7]1[C:12]([N+:13]([O-:15])=[O:14])=[CH:11][C:10]([C:16]([F:19])([F:18])[F:17])=[CH:9][C:8]=1[N+:20]([O-:22])=[O:21])=O.P(Cl)(Cl)(Cl)(Cl)[Cl:28].C(=O)([O-])O.[Na+], predict the reaction product. The product is: [Cl:1][C:2]([F:26])([F:25])[C:3]([F:24])([F:23])[C:4]([Cl:28])=[N:6][C:7]1[C:12]([N+:13]([O-:15])=[O:14])=[CH:11][C:10]([C:16]([F:19])([F:18])[F:17])=[CH:9][C:8]=1[N+:20]([O-:22])=[O:21].